From a dataset of Forward reaction prediction with 1.9M reactions from USPTO patents (1976-2016). Predict the product of the given reaction. (1) Given the reactants [I-].C(S[CH2:6][CH2:7][N+:8]([CH3:11])([CH3:10])C)(=O)C.[N+]([C:29]1[CH:28]=[CH:27][C:26](SS[C:26]2[CH:27]=[CH:28][C:29]([N+]([O-])=O)=[C:30]([CH:34]=2)[C:31](O)=O)=[CH:34][C:30]=1[C:31](O)=O)([O-])=O.SC[C@H]([C@@H](CS)O)O.[OH2:46].Cl.NC1C2C(N=C3C=1CCCC3)=CC=CC=2.[CH3:63][N+](C1C=CC(CCC(CCC2C=CC([N+](CC=C)(C)C)=CC=2)=O)=CC=1)(CC=C)C.C[N+]([CH2:97][CH2:98][CH2:99]CCCCCCC[N+](C)(C)C)(C)C.CC[N+](C1C=CC=C(O)C=1)(C)C.C[N+](C1C=C(C(=O)CC(F)(F)F)C=CC=1)(C)C.C/C=C1/[C@H]2C=C(C)C[C@]/1(N)C1C=CC(NC=1C2)=O, predict the reaction product. The product is: [CH3:11][N:8]([C:7]1[CH:6]=[CH:31][C:30]2[CH:34]=[C:26]([C:99]([CH:98]=[CH2:97])=[O:46])[CH:27]=[CH:28][C:29]=2[CH:63]=1)[CH3:10]. (2) Given the reactants C([SiH](C)C)(C)(C)C.C(N(CC)CC)C.C([O:22][C:23]([CH:25]=[CH:26][C:27]1[CH:32]=[CH:31][C:30]([O:33][C:34]([C:36]2[CH:37]=[C:38]3[C:43](=[C:44]([CH:46]([CH3:48])[CH3:47])[CH:45]=2)[O:42][C:41]([CH3:50])([CH3:49])[CH2:40][C:39]3([CH3:52])[CH3:51])=[O:35])=[CH:29][CH:28]=1)=[O:24])C1C=CC=CC=1.C(O)(=O)C, predict the reaction product. The product is: [C:23]([CH:25]=[CH:26][C:27]1[CH:28]=[CH:29][C:30]([O:33][C:34]([C:36]2[CH:37]=[C:38]3[C:43](=[C:44]([CH:46]([CH3:47])[CH3:48])[CH:45]=2)[O:42][C:41]([CH3:50])([CH3:49])[CH2:40][C:39]3([CH3:51])[CH3:52])=[O:35])=[CH:31][CH:32]=1)([OH:24])=[O:22]. (3) Given the reactants [Cl:1][C:2]1[CH:7]=[CH:6][CH:5]=[CH:4][C:3]=1[C:8]1[N:17]=[C:16]([N:18]2[CH2:23][CH2:22][NH:21][CH2:20][CH2:19]2)[C:15]2[C:10](=[CH:11][CH:12]=[CH:13][CH:14]=2)[N:9]=1.[F:24][C:25]([F:36])([F:35])[C:26](O[C:26](=[O:27])[C:25]([F:36])([F:35])[F:24])=[O:27], predict the reaction product. The product is: [Cl:1][C:2]1[CH:7]=[CH:6][CH:5]=[CH:4][C:3]=1[C:8]1[N:17]=[C:16]([N:18]2[CH2:23][CH2:22][N:21]([C:26](=[O:27])[C:25]([F:36])([F:35])[F:24])[CH2:20][CH2:19]2)[C:15]2[C:10](=[CH:11][CH:12]=[CH:13][CH:14]=2)[N:9]=1. (4) Given the reactants [Cl:1][C:2]1[CH:7]=[C:6]([Cl:8])[CH:5]=[CH:4][C:3]=1[C:9]1[N:10]=[C:11]([CH2:28][CH3:29])[C:12]([NH:17][C@@H:18]2[C:26]3[C:21](=[CH:22][CH:23]=[CH:24][CH:25]=3)[CH2:20][C@@H:19]2[OH:27])=[N:13][C:14]=1[CH2:15][CH3:16].BrC1N=C(CC)C(N[C@H]2C3C(=CC=CC=3)C[C@H]2O)=NC=1CC, predict the reaction product. The product is: [Cl:1][C:2]1[CH:7]=[C:6]([Cl:8])[CH:5]=[CH:4][C:3]=1[C:9]1[N:10]=[C:11]([CH2:28][CH3:29])[C:12]([NH:17][C@H:18]2[C:26]3[C:21](=[CH:22][CH:23]=[CH:24][CH:25]=3)[CH2:20][C@H:19]2[OH:27])=[N:13][C:14]=1[CH2:15][CH3:16]. (5) Given the reactants [C:1]([C:3]1[CH:8]=[C:7]([O:9][C:10]2[CH:15]=[CH:14][C:13]([NH:16][C:17]([NH:19][C:20]3[N:24]([C:25]4[CH:26]=[C:27]5[C:32](=[CH:33][CH:34]=4)[N:31]=[CH:30][CH:29]=[CH:28]5)[N:23]=[C:22]([CH:35]([CH3:37])[CH3:36])[CH:21]=3)=[O:18])=[C:12]([F:38])[CH:11]=2)[CH:6]=[CH:5][N:4]=1)#[N:2].C([NH:42][C@H](C(O)=O)CS)(=O)C.C([O-])(=O)C.[NH4+].C([O-])([O-])=O.[K+].[K+], predict the reaction product. The product is: [C:1]([C:3]1[CH:8]=[C:7]([O:9][C:10]2[CH:15]=[CH:14][C:13]([NH:16][C:17]([NH:19][C:20]3[N:24]([C:25]4[CH:26]=[C:27]5[C:32](=[CH:33][CH:34]=4)[N:31]=[CH:30][CH:29]=[CH:28]5)[N:23]=[C:22]([CH:35]([CH3:36])[CH3:37])[CH:21]=3)=[O:18])=[C:12]([F:38])[CH:11]=2)[CH:6]=[CH:5][N:4]=1)(=[NH:42])[NH2:2]. (6) Given the reactants C[O:2][C:3](=[O:30])[C:4]1[CH:9]=[CH:8][C:7]([NH:10][CH:11]2[CH2:16][CH2:15][CH2:14][CH2:13][CH:12]2[C:17]([F:20])([F:19])[F:18])=[C:6]([NH:21][C:22](=O)[CH2:23][C:24]2[S:25][CH:26]=[CH:27][CH:28]=2)[CH:5]=1.Cl.O, predict the reaction product. The product is: [S:25]1[CH:26]=[CH:27][CH:28]=[C:24]1[CH2:23][C:22]1[N:10]([CH:11]2[CH2:16][CH2:15][CH2:14][CH2:13][CH:12]2[C:17]([F:19])([F:18])[F:20])[C:7]2[CH:8]=[CH:9][C:4]([C:3]([OH:2])=[O:30])=[CH:5][C:6]=2[N:21]=1. (7) Given the reactants [Si]([O:8][C@H:9]([C:41]1[CH:46]=[CH:45][CH:44]=[CH:43][CH:42]=1)[C@H:10]1[CH2:14][CH2:13][C@@H:12]([CH2:15][C:16]2[CH:17]=[CH:18][C:19]3[N:23]=[C:22]([C@@H:24]([N:26]4[CH:31]=[CH:30][CH:29]=[N:28][C:27]4=[O:32])[CH3:25])[NH:21][C:20]=3[CH:33]=2)[N:11]1C(OC(C)(C)C)=O)(C(C)(C)C)(C)C.C(#N)C.O, predict the reaction product. The product is: [OH:8][C@H:9]([C:41]1[CH:46]=[CH:45][CH:44]=[CH:43][CH:42]=1)[C@@H:10]1[NH:11][C@H:12]([CH2:15][C:16]2[CH:17]=[CH:18][C:19]3[N:23]=[C:22]([C@@H:24]([N:26]4[CH:31]=[CH:30][CH:29]=[N:28][C:27]4=[O:32])[CH3:25])[NH:21][C:20]=3[CH:33]=2)[CH2:13][CH2:14]1.